This data is from Catalyst prediction with 721,799 reactions and 888 catalyst types from USPTO. The task is: Predict which catalyst facilitates the given reaction. (1) Reactant: [NH2:1][C:2]1[NH:6][N:5]=[C:4]([C:7]2[CH:12]=[CH:11][CH:10]=[CH:9][CH:8]=2)[CH:3]=1.C(=O)(O)[O-].[Na+].[C:18](Cl)(Cl)=[S:19].[OH-].[NH4+:23].C(O)(=O)CC(CC(O)=O)(C(O)=O)O. Product: [C:7]1([C:4]2[CH:3]=[C:2]([NH:1][C:18]([NH2:23])=[S:19])[NH:6][N:5]=2)[CH:12]=[CH:11][CH:10]=[CH:9][CH:8]=1. The catalyst class is: 12. (2) Reactant: [CH2:1]([O:4][C:5]1[CH:6]=[C:7]([CH:10]=[C:11]([O:13][CH2:14][C:15]#[CH:16])[CH:12]=1)[CH2:8][OH:9])[C:2]#[CH:3].[C:17](OC(=O)C)(=[O:19])[CH3:18].C(=O)([O-])[O-].[Na+].[Na+]. Product: [C:17]([O:9][CH2:8][C:7]1[CH:10]=[C:11]([O:13][CH2:14][C:15]#[CH:16])[CH:12]=[C:5]([O:4][CH2:1][C:2]#[CH:3])[CH:6]=1)(=[O:19])[CH3:18]. The catalyst class is: 65.